This data is from Catalyst prediction with 721,799 reactions and 888 catalyst types from USPTO. The task is: Predict which catalyst facilitates the given reaction. Reactant: [CH2:1]([O:3][C:4]([C:6]1[NH:7][C:8]2[C:13]([CH:14]=1)=[CH:12][C:11]([OH:15])=[C:10]([Br:16])[CH:9]=2)=[O:5])[CH3:2].[CH:17]([N:20]1[CH2:25][CH2:24][CH:23](O)[CH2:22][CH2:21]1)([CH3:19])[CH3:18].C(P(CCCC)CCCC)CCC.N(C(OC(C)(C)C)=O)=NC(OC(C)(C)C)=O. Product: [CH2:1]([O:3][C:4]([C:6]1[NH:7][C:8]2[C:13]([CH:14]=1)=[CH:12][C:11]([O:15][CH:23]1[CH2:24][CH2:25][N:20]([CH:17]([CH3:19])[CH3:18])[CH2:21][CH2:22]1)=[C:10]([Br:16])[CH:9]=2)=[O:5])[CH3:2]. The catalyst class is: 7.